Dataset: Forward reaction prediction with 1.9M reactions from USPTO patents (1976-2016). Task: Predict the product of the given reaction. (1) The product is: [CH3:39][N:14]([CH3:13])[C:15]([C:17]1[CH:18]=[CH:19][C:20]([O:23][C:24]2[C:29]3[CH:30]=[C:31]([CH3:33])[O:32][C:28]=3[CH:27]=[C:26]([C:34]([NH:8][C:5]3[CH:4]=[CH:3][C:2]([CH3:1])=[CH:7][N:6]=3)=[O:35])[CH:25]=2)=[CH:21][N:22]=1)=[O:16]. Given the reactants [CH3:1][C:2]1[CH:3]=[CH:4][C:5]([NH2:8])=[N:6][CH:7]=1.[Al](Cl)(C)C.[CH3:13][N:14]([CH3:39])[C:15]([C:17]1[N:22]=[CH:21][C:20]([O:23][C:24]2[C:29]3[CH:30]=[C:31]([CH3:33])[O:32][C:28]=3[CH:27]=[C:26]([C:34](OCC)=[O:35])[CH:25]=2)=[CH:19][CH:18]=1)=[O:16], predict the reaction product. (2) Given the reactants [CH2:1]([N:8]1[C:17]2[C:12](=[CH:13][CH:14]=[C:15]([CH2:18][C:19]3[CH:20]=[C:21]([C@@:28]4(OC)[C@H:33]([OH:34])[C@@H:32]([OH:35])[C@H:31]([OH:36])[C@@H:30]([CH2:37][OH:38])[O:29]4)[CH:22]=[CH:23][C:24]=3[CH:25]([CH3:27])[CH3:26])[CH:16]=2)[CH2:11][CH2:10][CH2:9]1)[C:2]1[CH:7]=[CH:6][CH:5]=[CH:4][CH:3]=1.C([SiH](CC)CC)C.B(F)(F)F, predict the reaction product. The product is: [CH2:1]([N:8]1[C:17]2[C:12](=[CH:13][CH:14]=[C:15]([CH2:18][C:19]3[CH:20]=[C:21]([C@H:28]4[C@H:33]([OH:34])[C@@H:32]([OH:35])[C@H:31]([OH:36])[C@@H:30]([CH2:37][OH:38])[O:29]4)[CH:22]=[CH:23][C:24]=3[CH:25]([CH3:27])[CH3:26])[CH:16]=2)[CH2:11][CH2:10][CH2:9]1)[C:2]1[CH:7]=[CH:6][CH:5]=[CH:4][CH:3]=1. (3) Given the reactants Br[C:2]1[CH:3]=[C:4]2[C:8](=[CH:9][C:10]=1[Cl:11])[NH:7][C:6]([CH2:12][C:13]1[CH:14]=[CH:15][C:16]([CH3:22])=[C:17]([CH:21]=1)[C:18]([OH:20])=[O:19])=[CH:5]2.C1(P(C2CCCCC2)[C:30]2[CH:35]=[CH:34][CH:33]=[CH:32][C:31]=2[C:36]2[C:41]([O:42][CH3:43])=CC=[CH:38][C:37]=2OC)CCCCC1.P([O-])([O-])([O-])=O.[K+].[K+].[K+].N1C2C(=CC=CC=2)C=[CH:61]1.[OH2:69], predict the reaction product. The product is: [C:43]([O:42][CH2:41][C:36]1([C:31]2[CH:30]=[CH:35][C:34]([C:2]3[CH:3]=[C:4]4[C:8](=[CH:9][C:10]=3[Cl:11])[NH:7][C:6]([CH2:12][C:13]3[CH:14]=[CH:15][C:16]([CH3:22])=[C:17]([CH:21]=3)[C:18]([OH:20])=[O:19])=[CH:5]4)=[CH:33][CH:32]=2)[CH2:37][CH2:38]1)(=[O:69])[CH3:61]. (4) The product is: [F:19][C:20]1[CH:25]=[C:24]([N+:26]([O-:28])=[O:27])[CH:23]=[CH:22][C:21]=1[NH:16][C:15]1[C:10]2[CH:9]=[CH:8][N:7]([CH2:6][O:5][CH2:4][CH2:3][Si:2]([CH3:18])([CH3:17])[CH3:1])[C:11]=2[N:12]=[CH:13][CH:14]=1. Given the reactants [CH3:1][Si:2]([CH3:18])([CH3:17])[CH2:3][CH2:4][O:5][CH2:6][N:7]1[C:11]2[N:12]=[CH:13][CH:14]=[C:15]([NH2:16])[C:10]=2[CH:9]=[CH:8]1.[F:19][C:20]1[CH:25]=[C:24]([N+:26]([O-:28])=[O:27])[CH:23]=[CH:22][C:21]=1I.CC(C)([O-])C.[Na+].C1(P(C2CCCCC2)C2C=CC=CC=2C2C(C(C)C)=CC(C(C)C)=CC=2C(C)C)CCCCC1, predict the reaction product.